The task is: Predict the reactants needed to synthesize the given product.. This data is from Full USPTO retrosynthesis dataset with 1.9M reactions from patents (1976-2016). Given the product [C:1]([O:5][C:6](=[O:31])[CH2:7][N:8]1[C:16]2[C:11](=[CH:12][CH:13]=[CH:14][CH:15]=2)[C:10]([CH:17]([NH:18][S:19]([CH:22]=[CH:23][C:24]2[CH:29]=[CH:28][CH:27]=[CH:26][CH:25]=2)(=[O:21])=[O:20])[CH:36]=[CH2:37])=[C:9]1[CH3:30])([CH3:4])([CH3:3])[CH3:2], predict the reactants needed to synthesize it. The reactants are: [C:1]([O:5][C:6](=[O:31])[CH2:7][N:8]1[C:16]2[C:11](=[CH:12][CH:13]=[CH:14][CH:15]=2)[C:10]([CH:17]=[N:18][S:19]([CH:22]=[CH:23][C:24]2[CH:29]=[CH:28][CH:27]=[CH:26][CH:25]=2)(=[O:21])=[O:20])=[C:9]1[CH3:30])([CH3:4])([CH3:3])[CH3:2].C[Al](C)C.[CH:36]([Mg]Br)=[CH2:37].